This data is from Catalyst prediction with 721,799 reactions and 888 catalyst types from USPTO. The task is: Predict which catalyst facilitates the given reaction. (1) Reactant: [CH3:1][NH:2][CH3:3].[F:4][C:5]([F:22])([F:21])[C:6]([N:8]1[CH2:14][CH2:13][C:12]2[CH:15]=[CH:16][C:17]([CH:19]=O)=[CH:18][C:11]=2[CH2:10][CH2:9]1)=[O:7].C(O[BH-](OC(=O)C)OC(=O)C)(=O)C.[Na+].C([O-])(O)=O.[Na+]. Product: [CH3:1][N:2]([CH2:19][C:17]1[CH:16]=[CH:15][C:12]2[CH2:13][CH2:14][N:8]([C:6](=[O:7])[C:5]([F:22])([F:4])[F:21])[CH2:9][CH2:10][C:11]=2[CH:18]=1)[CH3:3]. The catalyst class is: 559. (2) Reactant: [F:1][C:2]1[CH:9]=[C:8]([C:10]([C:12]2[N:13]([CH3:17])[CH:14]=[N:15][CH:16]=2)=[O:11])[CH:7]=[CH:6][C:3]=1[C:4]#[N:5].C[Mg+].[Br-].[CH2:21](OCC)C. Product: [F:1][C:2]1[CH:9]=[C:8]([C:10]([OH:11])([C:12]2[N:13]([CH3:17])[CH:14]=[N:15][CH:16]=2)[CH3:21])[CH:7]=[CH:6][C:3]=1[C:4]#[N:5]. The catalyst class is: 1. (3) Reactant: C([N+](CCCC)(CCCC)CCCC)CCC.[P:18]([O:22][CH2:23][C@@H:24]1[C@@H:28]([O:29][P:30]([O:33][CH2:34][C@@H:35]2[C@@H:39]([OH:40])[C@@H:38]([OH:41])[C@H:37]([N:42]3[CH:50]=[N:49][C:48]4[C:43]3=[N:44][CH:45]=[N:46][C:47]=4[NH2:51])[O:36]2)([OH:32])=[O:31])[CH2:27][C@H:26]([N:52]2[CH:57]=[CH:56][C:55]([NH2:58])=[N:54][C:53]2=[O:59])[O:25]1)([OH:21])([OH:20])=[O:19].[N:60]([C:63]1[CH:92]=[CH:91][C:66]([CH2:67][O:68][C:69]([NH:71][CH2:72][CH2:73][CH2:74][CH2:75][C@H:76]([NH:83][C:84]([O:86][C:87]([CH3:90])([CH3:89])[CH3:88])=[O:85])[C:77](OCC#N)=[O:78])=[O:70])=[CH:65][CH:64]=1)=[N+:61]=[N-:62]. Product: [N:60]([C:63]1[CH:92]=[CH:91][C:66]([CH2:67][O:68][C:69]([NH:71][CH2:72][CH2:73][CH2:74][CH2:75][C@@H:76]([NH:83][C:84]([O:86][C:87]([CH3:88])([CH3:89])[CH3:90])=[O:85])[C:77]([O:40][C@H:39]2[C@@H:38]([OH:41])[C@H:37]([N:42]3[CH:50]=[N:49][C:48]4[C:43]3=[N:44][CH:45]=[N:46][C:47]=4[NH2:51])[O:36][C@H:35]2[CH2:34][O:33][P:30]([O:29][C@H:28]2[CH2:27][C@H:26]([N:52]3[CH:57]=[CH:56][C:55]([NH2:58])=[N:54][C:53]3=[O:59])[O:25][C@@H:24]2[CH2:23][O:22][P:18]([OH:21])([OH:20])=[O:19])([OH:32])=[O:31])=[O:78])=[O:70])=[CH:65][CH:64]=1)=[N+:61]=[N-:62]. The catalyst class is: 132. (4) Reactant: [O:1]=[C:2]1[N:10]2[C:11]([CH2:14][CH2:15][C:16]([OH:18])=[O:17])=[N:12][N:13]=[C:9]2[N:8]([CH2:19][CH2:20][CH2:21][CH2:22][CH3:23])[C:7]2[N:6]=[CH:5][NH:4][C:3]1=2.C1C(=O)N([Br:31])C(=O)C1. Product: [Br:31][C:5]1[NH:4][C:3]2[C:2](=[O:1])[N:10]3[C:11]([CH2:14][CH2:15][C:16]([OH:18])=[O:17])=[N:12][N:13]=[C:9]3[N:8]([CH2:19][CH2:20][CH2:21][CH2:22][CH3:23])[C:7]=2[N:6]=1. The catalyst class is: 1. (5) Reactant: [NH2:1][C:2](=[S:19])[CH:3]1[CH2:8][CH2:7][N:6]([C:9]([O:11][CH2:12][CH3:13])=[O:10])[N:5]([C:14]([O:16][CH2:17][CH3:18])=[O:15])[CH2:4]1.Br[CH2:21][C:22]([C:24]1[CH2:28][CH:27]([C:29]2[C:34]([F:35])=[CH:33][CH:32]=[CH:31][C:30]=2[F:36])[O:26][N:25]=1)=O.C([O-])(=O)C.[Na+]. Product: [F:36][C:30]1[CH:31]=[CH:32][CH:33]=[C:34]([F:35])[C:29]=1[CH:27]1[O:26][N:25]=[C:24]([C:22]2[N:1]=[C:2]([CH:3]3[CH2:8][CH2:7][N:6]([C:9]([O:11][CH2:12][CH3:13])=[O:10])[N:5]([C:14]([O:16][CH2:17][CH3:18])=[O:15])[CH2:4]3)[S:19][CH:21]=2)[CH2:28]1. The catalyst class is: 5.